The task is: Regression. Given two drug SMILES strings and cell line genomic features, predict the synergy score measuring deviation from expected non-interaction effect.. This data is from NCI-60 drug combinations with 297,098 pairs across 59 cell lines. Synergy scores: CSS=17.8, Synergy_ZIP=-3.41, Synergy_Bliss=-2.07, Synergy_Loewe=0.796, Synergy_HSA=1.07. Drug 2: CCC1(C2=C(COC1=O)C(=O)N3CC4=CC5=C(C=CC(=C5CN(C)C)O)N=C4C3=C2)O.Cl. Cell line: OVCAR-4. Drug 1: C1CCC(C(C1)N)N.C(=O)(C(=O)[O-])[O-].[Pt+4].